This data is from Merck oncology drug combination screen with 23,052 pairs across 39 cell lines. The task is: Regression. Given two drug SMILES strings and cell line genomic features, predict the synergy score measuring deviation from expected non-interaction effect. (1) Drug 1: COC1CC2CCC(C)C(O)(O2)C(=O)C(=O)N2CCCCC2C(=O)OC(C(C)CC2CCC(OP(C)(C)=O)C(OC)C2)CC(=O)C(C)C=C(C)C(O)C(OC)C(=O)C(C)CC(C)C=CC=CC=C1C. Drug 2: COC1=C2CC(C)CC(OC)C(O)C(C)C=C(C)C(OC(N)=O)C(OC)C=CC=C(C)C(=O)NC(=CC1=O)C2=O. Cell line: RPMI7951. Synergy scores: synergy=2.61. (2) Drug 1: O=C(NOCC(O)CO)c1ccc(F)c(F)c1Nc1ccc(I)cc1F. Drug 2: Cn1c(=O)n(-c2ccc(C(C)(C)C#N)cc2)c2c3cc(-c4cnc5ccccc5c4)ccc3ncc21. Cell line: VCAP. Synergy scores: synergy=33.1. (3) Drug 1: CCC1=CC2CN(C1)Cc1c([nH]c3ccccc13)C(C(=O)OC)(c1cc3c(cc1OC)N(C)C1C(O)(C(=O)OC)C(OC(C)=O)C4(CC)C=CCN5CCC31C54)C2. Drug 2: CCc1cnn2c(NCc3ccc[n+]([O-])c3)cc(N3CCCCC3CCO)nc12. Cell line: A375. Synergy scores: synergy=-123.